Dataset: Experimentally validated miRNA-target interactions with 360,000+ pairs, plus equal number of negative samples. Task: Binary Classification. Given a miRNA mature sequence and a target amino acid sequence, predict their likelihood of interaction. (1) The miRNA is mmu-miR-676-5p with sequence ACUCUACAACCUUAGGACUUGC. The protein sequence of the target gene is MKLANWCWLSSTVLATYGFLVVANNETEEIKDEAAQNACRVRLESRGRCEEEGECPYQVNLPPLTIQLPKQFSRIEEVFKEVQNLKEIVNSLKKTCQDCKLQADDSRDPGRNGLLLPGTGAPGETGDNRVRELEGEVNKLSSDLKNAKEEIDVLQGRLEKLNLVNMNNIEQYVDSKVANLTFVVNSLDGKCSSKCPRQEQIQSLPVQQHLIYKDCSEYYTIGKRSSELYRVTPEPRNSSFEVFCDMETMAGGWTVLQARVDGSTNFTRTWQDYKVGFGNLRREFWLGNDKIHLLTKSKDM.... Result: 0 (no interaction). (2) The miRNA is hsa-miR-6773-5p with sequence UUGGGCCCAGGAGUAAACAGGAU. The protein sequence of the target gene is MGEGGLPPAFQLLLRACDQGDTETARRLLEPGAAEPAERGAEPEAGAEPAGAEVAGPGAAAAGAVGAPVPVDCSDEAGNTALQFAAAGGHEPLVRFLLRRGASVNSRNHYGWSALMQAARFGHVSVAHLLLDHGADVNAQNRLGASVLTVASRGGHLGVVKLLLEAGAFVDHHHPSGEQLGLGGSRDEPLDITALMAAIQHGHEAVVRLLMEWGADPNHAARTVGWSPLMLAALTGRLGVAQQLVEKGANPDHLSVLEKTAFEVALDCKHRDLVDYLDPLTTVRPKTDEEKRRPDIFHAL.... Result: 0 (no interaction). (3) The protein sequence of the target gene is MYPICTVVVDGLPSESSSSSYPGPVSVSEMSLLHALGPVQTWLGQELEKCGIDAMIYTRYVLSLLLHDSYDYDLQEQENDIFLGWEKGAYKKWGKSKKKCSDLTLEEMKKQAAVQCLRSASDESSGIETLVEELCSRLKDLQSKQEEKIHKKLEGSPSPEAELSPPAKDQVEMYYEAFPPLSEKPVCLQEIMTVWNKSKVCSYSSSSSSSTAPPASTDTSSPKDCNSESEVTKERSSEVPTTVHEKTQSKSKNEKENKFSNGTIEEKPALYKKQIRHKPEGKIRPRSWSSGSSEAGSSSS.... The miRNA is hsa-miR-3689f with sequence UGUGAUAUCGUGCUUCCUGGGA. Result: 1 (interaction). (4) The miRNA is hsa-miR-5698 with sequence UGGGGGAGUGCAGUGAUUGUGG. The protein sequence of the target gene is MEEAGAAVVTAGEAELNWSRLSVSTETLESELEARGEERRGAREALLRLLLPHNRLVSLPRALGSGFPHLQLLDVSGNALTALGPELLALRGLRTLLAKNNRLGGPSALPKGLAQSPLCRSLQVLNLSGNCFQEVPASLLELRALQTLSLGGNQLQSIPAEIENLQSLECLYLGGNFIKEIPPELGNLPSLNYLVLCDNKIQSIPPQLSQLHSLRSLSLHNNLLTYLPREILNLIHLEELSLRGNPLVVRFVRDLTYDPPTLLELAARTIKIRNISYTPYDLPGNLLRYLGSASNCPNPK.... Result: 1 (interaction).